This data is from Reaction yield outcomes from USPTO patents with 853,638 reactions. The task is: Predict the reaction yield, written as a fraction of the theoretical maximum amount of product (1.0 means a 100% yield; for example, 0.34 means a 34% yield). (1) The reactants are [C:1]([O:5][C:6]([N:8]1[CH2:13][CH2:12][CH:11]([C:14]#[C:15][CH2:16][OH:17])[CH2:10][CH2:9]1)=[O:7])([CH3:4])([CH3:3])[CH3:2].[CH3:18][S:19](Cl)(=[O:21])=[O:20].N1C=CC=CC=1.O. The catalyst is C(Cl)Cl.CN(C1C=CN=CC=1)C. The product is [C:1]([O:5][C:6]([N:8]1[CH2:13][CH2:12][CH:11]([C:14]#[C:15][CH2:16][O:17][S:19]([CH3:18])(=[O:21])=[O:20])[CH2:10][CH2:9]1)=[O:7])([CH3:4])([CH3:3])[CH3:2]. The yield is 0.900. (2) The reactants are [CH2:1]([O:3][C:4]([CH2:6][N:7]1[C:12]([CH3:13])=[CH:11][N:10]=[C:9](O)[C:8]1=[O:15])=[O:5])[CH3:2].P(Br)(Br)([Br:18])=O.[OH-].[NH4+]. The catalyst is C(Cl)(Cl)Cl.ClCCl. The product is [Br:18][C:9]1[C:8](=[O:15])[N:7]([CH2:6][C:4]([O:3][CH2:1][CH3:2])=[O:5])[C:12]([CH3:13])=[CH:11][N:10]=1. The yield is 0.930.